Dataset: Peptide-MHC class I binding affinity with 185,985 pairs from IEDB/IMGT. Task: Regression. Given a peptide amino acid sequence and an MHC pseudo amino acid sequence, predict their binding affinity value. This is MHC class I binding data. (1) The peptide sequence is FLAFFSNGV. The MHC is HLA-A80:01 with pseudo-sequence HLA-A80:01. The binding affinity (normalized) is 0.0847. (2) The peptide sequence is GIALAVPCV. The MHC is HLA-A26:01 with pseudo-sequence HLA-A26:01. The binding affinity (normalized) is 0.0847. (3) The peptide sequence is TLPGCLIIL. The MHC is HLA-B51:01 with pseudo-sequence HLA-B51:01. The binding affinity (normalized) is 0.0847. (4) The peptide sequence is KTTIKFHPW. The MHC is HLA-B35:01 with pseudo-sequence HLA-B35:01. The binding affinity (normalized) is 0.0847. (5) The peptide sequence is ITKEKKEEL. The MHC is HLA-A03:01 with pseudo-sequence HLA-A03:01. The binding affinity (normalized) is 0.0847.